This data is from Full USPTO retrosynthesis dataset with 1.9M reactions from patents (1976-2016). The task is: Predict the reactants needed to synthesize the given product. (1) Given the product [Cl:1][C:2]1[CH:3]=[C:4]([C:9]2([C:22]([F:23])([F:25])[F:24])[O:13][N:12]=[C:11]([C:14]3[CH:15]=[CH:16][C:17]([CH3:21])=[C:18]([NH:19][C:29](=[O:30])[C:28]4[CH:32]=[CH:33][CH:34]=[CH:35][C:27]=4[F:26])[CH:20]=3)[CH2:10]2)[CH:5]=[C:6]([Cl:8])[CH:7]=1, predict the reactants needed to synthesize it. The reactants are: [Cl:1][C:2]1[CH:3]=[C:4]([C:9]2([C:22]([F:25])([F:24])[F:23])[O:13][N:12]=[C:11]([C:14]3[CH:15]=[CH:16][C:17]([CH3:21])=[C:18]([CH:20]=3)[NH2:19])[CH2:10]2)[CH:5]=[C:6]([Cl:8])[CH:7]=1.[F:26][C:27]1[CH:35]=[CH:34][CH:33]=[CH:32][C:28]=1[C:29](O)=[O:30].Cl.C(N(CC)CCCN=C=NCC)C.C(=O)([O-])O.[Na+]. (2) The reactants are: [NH2:1][C:2]1[N:9]=[CH:8][CH:7]=[CH:6][C:3]=1[C:4]#[N:5].CO[CH:12](OC)[N:13]([CH3:15])[CH3:14]. Given the product [C:4]([C:3]1[C:2]([N:1]=[CH:12][N:13]([CH3:15])[CH3:14])=[N:9][CH:8]=[CH:7][CH:6]=1)#[N:5], predict the reactants needed to synthesize it. (3) Given the product [CH3:22][N:23]1[CH2:28][CH2:27][N:26]([C:2]2[CH:7]=[CH:6][N:5]=[C:4]([C:8]3[NH:9][C:10]([C:15]4[CH:20]=[C:19]([N:26]5[CH2:27][CH2:28][N:23]([CH3:22])[CH2:24][CH2:25]5)[CH:18]=[CH:17][N:16]=4)=[CH:11][C:12](=[O:14])[CH:13]=3)[CH:3]=2)[CH2:25][CH2:24]1, predict the reactants needed to synthesize it. The reactants are: Cl[C:2]1[CH:7]=[CH:6][N:5]=[C:4]([C:8]2[NH:9][C:10]([C:15]3[CH:20]=[C:19](Cl)[CH:18]=[CH:17][N:16]=3)=[CH:11][C:12](=[O:14])[CH:13]=2)[CH:3]=1.[CH3:22][N:23]1[CH2:28][CH2:27][NH:26][CH2:25][CH2:24]1. (4) Given the product [C:2]([O:5][C:6]([N:8]1[CH2:9][C@H:10]([O:16][C:28]2[N:37]([CH2:38][CH:39]=[CH2:40])[C:36](=[O:41])[C:35]3[C:30](=[CH:31][C:32]([Cl:42])=[CH:33][CH:34]=3)[N:29]=2)[CH2:11][C@H:12]1[C:13]([OH:15])=[O:14])=[O:7])([CH3:1])([CH3:3])[CH3:4], predict the reactants needed to synthesize it. The reactants are: [CH3:1][C:2]([O:5][C:6]([N:8]1[C@H:12]([C:13]([OH:15])=[O:14])[CH2:11][CH:10]([OH:16])[CH2:9]1)=[O:7])([CH3:4])[CH3:3].C[Si]([N-][Si](C)(C)C)(C)C.[Na+].Cl[C:28]1[N:37]([CH2:38][CH:39]=[CH2:40])[C:36](=[O:41])[C:35]2[C:30](=[CH:31][C:32]([Cl:42])=[CH:33][CH:34]=2)[N:29]=1.OS([O-])(=O)=O.[K+].